This data is from Forward reaction prediction with 1.9M reactions from USPTO patents (1976-2016). The task is: Predict the product of the given reaction. (1) Given the reactants [CH:1]1([N:7]2[C:15]3[C:14](=[O:16])[NH:13][C:12]([C:17]4[CH:34]=[CH:33][C:20]([CH2:21][N:22]5[CH2:27][CH2:26][CH:25]([C:28]([O:30]CC)=[O:29])[CH2:24][CH2:23]5)=[CH:19][C:18]=4[O:35][CH3:36])=[N:11][C:10]=3[C:9]([CH3:37])=[N:8]2)[CH2:6][CH2:5][CH2:4][CH2:3][CH2:2]1.[OH-].[Na+], predict the reaction product. The product is: [CH:1]1([N:7]2[C:15]3[C:14](=[O:16])[NH:13][C:12]([C:17]4[CH:34]=[CH:33][C:20]([CH2:21][N:22]5[CH2:27][CH2:26][CH:25]([C:28]([OH:30])=[O:29])[CH2:24][CH2:23]5)=[CH:19][C:18]=4[O:35][CH3:36])=[N:11][C:10]=3[C:9]([CH3:37])=[N:8]2)[CH2:2][CH2:3][CH2:4][CH2:5][CH2:6]1. (2) Given the reactants [Cl:1][C:2]1[CH:7]=[CH:6][CH:5]=[CH:4][C:3]=1[OH:8].C(N(CC)CC)C.[C:16](Cl)(=[O:19])[CH2:17][CH3:18], predict the reaction product. The product is: [C:16]([O:8][C:3]1[CH:4]=[CH:5][CH:6]=[CH:7][C:2]=1[Cl:1])(=[O:19])[CH2:17][CH3:18]. (3) Given the reactants [C:9](O[C:9]([O:11][C:12]([CH3:15])([CH3:14])[CH3:13])=[O:10])([O:11][C:12]([CH3:15])([CH3:14])[CH3:13])=[O:10].FC(F)(F)C(O)=O.[CH2:23]([N:27]1[C:35]2[C:34](=[O:36])[NH:33][N:32]=[CH:31][C:30]=2[N:29]=[C:28]1[N:37]1[CH2:42][CH2:41][NH:40][CH2:39][CH2:38]1)[C:24]#[C:25][CH3:26].[OH-].[Na+].[Cl-].[NH4+], predict the reaction product. The product is: [CH2:23]([N:27]1[C:35]2[C:34](=[O:36])[NH:33][N:32]=[CH:31][C:30]=2[N:29]=[C:28]1[N:37]1[CH2:42][CH2:41][N:40]([C:9]([O:11][C:12]([CH3:13])([CH3:14])[CH3:15])=[O:10])[CH2:39][CH2:38]1)[C:24]#[C:25][CH3:26]. (4) Given the reactants O1[C:5]2([CH2:10][CH2:9][CH:8]([N:11]3[CH:15]=[N:14][CH:13]=[N:12]3)[CH2:7][CH2:6]2)[O:4]CC1, predict the reaction product. The product is: [N:11]1([CH:8]2[CH2:7][CH2:6][C:5](=[O:4])[CH2:10][CH2:9]2)[CH:15]=[N:14][CH:13]=[N:12]1. (5) Given the reactants [C:1]([O:5][C:6]([N:8]1[CH2:13][CH2:12][N:11]([CH2:14][C:15]2[C:20]([O:21][C:22]([F:25])([F:24])[F:23])=[CH:19][C:18]([C:26]([O:28]CC)=[O:27])=[CH:17][C:16]=2[Cl:31])[CH2:10][CH2:9]1)=[O:7])([CH3:4])([CH3:3])[CH3:2].C(OC(N1CCN(CC2C=CC(C(O)=O)=CC=2C(F)(F)F)CC1)=O)(C)(C)C, predict the reaction product. The product is: [C:1]([O:5][C:6]([N:8]1[CH2:13][CH2:12][N:11]([CH2:14][C:15]2[C:20]([O:21][C:22]([F:24])([F:23])[F:25])=[CH:19][C:18]([C:26]([OH:28])=[O:27])=[CH:17][C:16]=2[Cl:31])[CH2:10][CH2:9]1)=[O:7])([CH3:4])([CH3:2])[CH3:3]. (6) Given the reactants Cl.[Cl:2][C:3]1[CH:8]=[CH:7][C:6]([C:9]2[C:18]3[C:13](=[CH:14][CH:15]=[CH:16][CH:17]=3)[C:12]([NH:19][C:20]3[CH:25]=[CH:24][C:23]([OH:26])=[CH:22][CH:21]=3)=[N:11][N:10]=2)=[CH:5][CH:4]=1.[CH2:27]([O:34][C:35]1[CH:36]=[N:37][C:38]2[C:43]([CH:44]=1)=[N:42][CH:41]=[CH:40][C:39]=2Cl)[C:28]1[CH:33]=[CH:32][CH:31]=[CH:30][CH:29]=1.C(=O)([O-])[O-].[Cs+].[Cs+].CS(C)=O, predict the reaction product. The product is: [CH2:27]([O:34][C:35]1[CH:44]=[C:43]2[C:38]([C:39]([O:26][C:23]3[CH:22]=[CH:21][C:20]([NH:19][C:12]4[C:13]5[C:18](=[CH:17][CH:16]=[CH:15][CH:14]=5)[C:9]([C:6]5[CH:5]=[CH:4][C:3]([Cl:2])=[CH:8][CH:7]=5)=[N:10][N:11]=4)=[CH:25][CH:24]=3)=[CH:40][CH:41]=[N:42]2)=[N:37][CH:36]=1)[C:28]1[CH:29]=[CH:30][CH:31]=[CH:32][CH:33]=1. (7) Given the reactants [F:1][C:2]([F:29])([F:28])[C:3](=[O:27])[CH2:4][CH2:5][CH2:6][CH2:7][CH2:8][CH2:9][C:10]([NH:12][C:13]1[CH:14]=[C:15]([C:19]2[CH:24]=[CH:23][C:22](SC)=[CH:21][CH:20]=2)[CH:16]=[CH:17][CH:18]=1)=[O:11].[C:30]([O-])(O)=O.[Na+].O[O:36][S:37]([O-:39])=O.[K+], predict the reaction product. The product is: [F:1][C:2]([F:28])([F:29])[C:3](=[O:27])[CH2:4][CH2:5][CH2:6][CH2:7][CH2:8][CH2:9][C:10]([NH:12][C:13]1[CH:14]=[C:15]([C:19]2[CH:24]=[CH:23][C:22]([S:37]([CH3:30])(=[O:39])=[O:36])=[CH:21][CH:20]=2)[CH:16]=[CH:17][CH:18]=1)=[O:11]. (8) Given the reactants [CH3:1][O:2][C:3]([C:5]1[C:14]([CH3:15])=[C:13]2[C:8]([CH:9]([NH2:16])[CH2:10][CH2:11][S:12]2)=[CH:7][CH:6]=1)=[O:4].C(=O)([O-])[O-].[K+].[K+].[C:23]([O:27][C:28](O[C:28]([O:27][C:23]([CH3:26])([CH3:25])[CH3:24])=[O:29])=[O:29])([CH3:26])([CH3:25])[CH3:24], predict the reaction product. The product is: [CH3:1][O:2][C:3]([C:5]1[C:14]([CH3:15])=[C:13]2[C:8]([CH:9]([NH:16][C:28]([O:27][C:23]([CH3:26])([CH3:25])[CH3:24])=[O:29])[CH2:10][CH2:11][S:12]2)=[CH:7][CH:6]=1)=[O:4].